Predict the product of the given reaction. From a dataset of Forward reaction prediction with 1.9M reactions from USPTO patents (1976-2016). (1) Given the reactants [C:1]1([CH2:7][CH2:8][NH:9][CH:10]=O)[CH:6]=[CH:5][CH:4]=[CH:3][CH:2]=1.[OH-].[Na+], predict the reaction product. The product is: [CH:10]1[C:6]2[C:1](=[CH:2][CH:3]=[CH:4][CH:5]=2)[CH2:7][CH2:8][N:9]=1. (2) Given the reactants [CH3:1][C:2]1[C:6]([C:7]2[CH:12]=[C:11]([N:13]3[CH2:18][CH2:17][O:16][CH2:15][CH2:14]3)[N:10]=[C:9]([NH:19][C:20]3[CH:25]=[CH:24][C:23]([C:26]4([C:30](O)=[O:31])[CH2:29][CH2:28][CH2:27]4)=[CH:22][CH:21]=3)[N:8]=2)=[C:5]([CH3:33])[O:4][N:3]=1.[BH4-].[Li+].CO, predict the reaction product. The product is: [CH3:1][C:2]1[C:6]([C:7]2[CH:12]=[C:11]([N:13]3[CH2:14][CH2:15][O:16][CH2:17][CH2:18]3)[N:10]=[C:9]([NH:19][C:20]3[CH:25]=[CH:24][C:23]([C:26]4([CH2:30][OH:31])[CH2:29][CH2:28][CH2:27]4)=[CH:22][CH:21]=3)[N:8]=2)=[C:5]([CH3:33])[O:4][N:3]=1.